This data is from NCI-60 drug combinations with 297,098 pairs across 59 cell lines. The task is: Regression. Given two drug SMILES strings and cell line genomic features, predict the synergy score measuring deviation from expected non-interaction effect. (1) Drug 1: C1=CN(C(=O)N=C1N)C2C(C(C(O2)CO)O)O.Cl. Drug 2: C1=CC=C(C(=C1)C(C2=CC=C(C=C2)Cl)C(Cl)Cl)Cl. Cell line: CCRF-CEM. Synergy scores: CSS=65.2, Synergy_ZIP=0.628, Synergy_Bliss=0.420, Synergy_Loewe=-17.1, Synergy_HSA=0.0464. (2) Drug 1: C1=NC(=NC(=O)N1C2C(C(C(O2)CO)O)O)N. Drug 2: CCN(CC)CCCC(C)NC1=C2C=C(C=CC2=NC3=C1C=CC(=C3)Cl)OC. Cell line: UACC62. Synergy scores: CSS=42.6, Synergy_ZIP=-0.970, Synergy_Bliss=-1.00, Synergy_Loewe=-18.0, Synergy_HSA=0.111. (3) Drug 2: C1CNP(=O)(OC1)N(CCCl)CCCl. Cell line: IGROV1. Synergy scores: CSS=22.9, Synergy_ZIP=-5.48, Synergy_Bliss=2.00, Synergy_Loewe=-24.5, Synergy_HSA=0.238. Drug 1: CC1=C2C(C(=O)C3(C(CC4C(C3C(C(C2(C)C)(CC1OC(=O)C(C(C5=CC=CC=C5)NC(=O)C6=CC=CC=C6)O)O)OC(=O)C7=CC=CC=C7)(CO4)OC(=O)C)O)C)OC(=O)C. (4) Drug 1: C1C(C(OC1N2C=NC3=C(N=C(N=C32)Cl)N)CO)O. Drug 2: C1CCC(C(C1)N)N.C(=O)(C(=O)[O-])[O-].[Pt+4]. Cell line: MOLT-4. Synergy scores: CSS=85.3, Synergy_ZIP=2.01, Synergy_Bliss=1.19, Synergy_Loewe=2.71, Synergy_HSA=5.01.